This data is from Reaction yield outcomes from USPTO patents with 853,638 reactions. The task is: Predict the reaction yield, written as a fraction of the theoretical maximum amount of product (1.0 means a 100% yield; for example, 0.34 means a 34% yield). (1) The reactants are Cl.[CH3:2][O:3][C:4]([CH:6]1[CH2:11][CH2:10][N:9]([CH2:12][C:13]([OH:15])=O)[CH2:8][CH2:7]1)=[O:5].[NH2:16][C@@H:17]([CH2:35][O:36][CH2:37][C:38]1[CH:43]=[CH:42][CH:41]=[CH:40][CH:39]=1)[C:18]([NH:20][C:21]1[CH:26]=[CH:25][C:24]([O:27][C:28]2[CH:33]=[CH:32][C:31]([F:34])=[CH:30][CH:29]=2)=[CH:23][CH:22]=1)=[O:19]. No catalyst specified. The product is [CH2:37]([O:36][CH2:35][C@H:17]([NH:16][C:13](=[O:15])[CH2:12][N:9]1[CH2:8][CH2:7][CH:6]([C:4]([O:3][CH3:2])=[O:5])[CH2:11][CH2:10]1)[C:18]([NH:20][C:21]1[CH:26]=[CH:25][C:24]([O:27][C:28]2[CH:33]=[CH:32][C:31]([F:34])=[CH:30][CH:29]=2)=[CH:23][CH:22]=1)=[O:19])[C:38]1[CH:43]=[CH:42][CH:41]=[CH:40][CH:39]=1. The yield is 0.503. (2) The reactants are [CH3:1][O:2][C:3]1[CH:8]=[CH:7][C:6]([C:9]23[N:30]([C:31]([C:33]4[C:34]([CH3:38])=[N:35][O:36][CH:37]=4)=[O:32])[CH2:29][CH2:28][N:10]2[C:11](=[O:27])[C:12]2[N:13]([CH:15]=[C:16]([N:18]4[CH:22]=[C:21]([Si](C)(C)C)[N:20]=[N:19]4)[CH:17]=2)[CH2:14]3)=[CH:5][CH:4]=1.O.C([O-])(O)=O.[Na+]. The catalyst is C(O)(=O)C.O.C1COCC1. The product is [CH3:1][O:2][C:3]1[CH:4]=[CH:5][C:6]([C:9]23[N:30]([C:31]([C:33]4[C:34]([CH3:38])=[N:35][O:36][CH:37]=4)=[O:32])[CH2:29][CH2:28][N:10]2[C:11](=[O:27])[C:12]2[N:13]([CH:15]=[C:16]([N:18]4[CH:22]=[CH:21][N:20]=[N:19]4)[CH:17]=2)[CH2:14]3)=[CH:7][CH:8]=1. The yield is 0.250.